Dataset: Full USPTO retrosynthesis dataset with 1.9M reactions from patents (1976-2016). Task: Predict the reactants needed to synthesize the given product. (1) Given the product [C:16]([OH:19])(=[O:18])[CH3:17].[Cl:1][C:2]1[CH:3]=[C:4]([N:9]2[CH2:15][C@@H:14]3[C@@H:11]([CH2:12][NH:13]3)[CH2:10]2)[CH:5]=[N:6][C:7]=1[Cl:8], predict the reactants needed to synthesize it. The reactants are: [Cl:1][C:2]1[CH:3]=[C:4]([N:9]2[CH2:15][CH:14]3[CH:11]([CH2:12][NH:13]3)[CH2:10]2)[CH:5]=[N:6][C:7]=1[Cl:8].[C:16]([OH:19])(=[O:18])[CH3:17].O.N. (2) Given the product [CH3:25][C:22]1[CH:21]=[CH:20][C:19]([CH2:17][C:16]2[C:9]3[S:8][CH:12]=[CH:11][C:10]=3[CH:13]=[CH:14][CH:15]=2)=[CH:24][CH:23]=1, predict the reactants needed to synthesize it. The reactants are: [I-].[Na+].Cl[Si](C)(C)C.[S:8]1[CH:12]=[CH:11][C:10]2[CH:13]=[CH:14][CH:15]=[C:16]([CH:17]([C:19]3[CH:24]=[CH:23][C:22]([CH3:25])=[CH:21][CH:20]=3)O)[C:9]1=2.O.